This data is from Reaction yield outcomes from USPTO patents with 853,638 reactions. The task is: Predict the reaction yield, written as a fraction of the theoretical maximum amount of product (1.0 means a 100% yield; for example, 0.34 means a 34% yield). (1) The reactants are [CH2:1]([C:8]1N=C2C(CC3C=CC=CC=3)=NC(C3C=CC=CC=3)=CN2[C:29]=1[O:30]C)[C:2]1[CH:7]=[CH:6][CH:5]=[CH:4][CH:3]=1.C(C1C(=[O:61])N2C=C(C3C=CC=CC=3)NC(CC3C=CC=CC=3)=C2N=1)C1C=CC=CC=1.C(N(C(C)C)CC)(C)C.CI. The catalyst is CN(C=O)C.ClCCl. The product is [O:61]=[C:8]([CH2:1][C:2]1[CH:7]=[CH:6][CH:5]=[CH:4][CH:3]=1)[CH:29]=[O:30]. The yield is 0.770. (2) The reactants are C([O:8][C:9]1[CH:30]=[CH:29][C:12]([CH2:13][C:14]2[CH:18]=[C:17]([C:19]3[C:20]([NH2:28])=[N:21][C:22]([CH2:25][O:26][CH3:27])=[CH:23][CH:24]=3)[O:16][N:15]=2)=[CH:11][CH:10]=1)C1C=CC=CC=1.ClCCl.B(Br)(Br)Br. The catalyst is CO. The product is [NH2:28][C:20]1[C:19]([C:17]2[O:16][N:15]=[C:14]([CH2:13][C:12]3[CH:29]=[CH:30][C:9]([OH:8])=[CH:10][CH:11]=3)[CH:18]=2)=[CH:24][CH:23]=[C:22]([CH2:25][O:26][CH3:27])[N:21]=1. The yield is 0.200. (3) The reactants are [C:1]([O:5][C:6](=[O:17])[NH:7][C:8]1[CH:13]=[CH:12][C:11]([CH2:14][CH2:15][OH:16])=[CH:10][CH:9]=1)([CH3:4])([CH3:3])[CH3:2].[CH2:18]([O:20][CH:21]([CH2:27][C:28]1[CH:33]=[CH:32][C:31](O)=[CH:30][CH:29]=1)[C:22]([O:24][CH2:25][CH3:26])=[O:23])[CH3:19].N(C(N1CCCCC1)=O)=NC(N1CCCCC1)=O.C1(P(C2C=CC=CC=2)C2C=CC=CC=2)C=CC=CC=1. The catalyst is ClCCl. The product is [C:1]([O:5][C:6]([NH:7][C:8]1[CH:9]=[CH:10][C:11]([CH2:14][CH2:15][O:16][C:31]2[CH:30]=[CH:29][C:28]([CH2:27][CH:21]([O:20][CH2:18][CH3:19])[C:22]([O:24][CH2:25][CH3:26])=[O:23])=[CH:33][CH:32]=2)=[CH:12][CH:13]=1)=[O:17])([CH3:4])([CH3:2])[CH3:3]. The yield is 0.890. (4) The reactants are [Br:1][C:2]1[CH:3]=[C:4]([CH:7]=[CH:8][C:9]=1F)[CH:5]=[O:6].[NH:11]1[CH2:16][CH2:15][O:14][CH2:13][CH2:12]1.C([O-])([O-])=O.[K+].[K+]. The catalyst is N1C=CC=CC=1. The product is [Br:1][C:2]1[CH:3]=[C:4]([CH:7]=[CH:8][C:9]=1[N:11]1[CH2:16][CH2:15][O:14][CH2:13][CH2:12]1)[CH:5]=[O:6]. The yield is 0.580. (5) The reactants are [F:1][C:2]1[CH:7]=[CH:6][C:5]([F:8])=[CH:4][C:3]=1[NH:9][C:10]1[N:15]2[N:16]=[CH:17][C:18]([S:19]([NH2:22])(=[O:21])=[O:20])=[C:14]2[N:13]=[CH:12][C:11]=1[C:23]([N:25]1[CH2:30][CH2:29][CH:28]([C:31]2[CH:36]=[CH:35][C:34]([F:37])=[CH:33][CH:32]=2)[CH2:27][CH2:26]1)=[O:24].[C:38](O)(=[O:41])[CH2:39][CH3:40]. No catalyst specified. The product is [F:1][C:2]1[CH:7]=[CH:6][C:5]([F:8])=[CH:4][C:3]=1[NH:9][C:10]1[N:15]2[N:16]=[CH:17][C:18]([S:19]([NH:22][C:38](=[O:41])[CH2:39][CH3:40])(=[O:21])=[O:20])=[C:14]2[N:13]=[CH:12][C:11]=1[C:23]([N:25]1[CH2:30][CH2:29][CH:28]([C:31]2[CH:32]=[CH:33][C:34]([F:37])=[CH:35][CH:36]=2)[CH2:27][CH2:26]1)=[O:24]. The yield is 0.860. (6) The reactants are [NH2:1][C:2]1[CH:23]=[CH:22][C:5]([O:6][C:7]2[CH:8]=[CH:9][C:10]3[N:11]([CH:13]=[C:14]([NH:16][C:17]([CH:19]4[CH2:21][CH2:20]4)=[O:18])[N:15]=3)[CH:12]=2)=[C:4]([F:24])[CH:3]=1.[F:25][C:26]1[CH:31]=[CH:30][C:29]([N:32]2[C:37]([CH3:38])=[CH:36][C:35]([CH3:39])=[C:34]([C:40](O)=[O:41])[C:33]2=[O:43])=[CH:28][CH:27]=1.C(N(CC)C(C)C)(C)C.CN(C(ON1N=NC2C=CC=NC1=2)=[N+](C)C)C.F[P-](F)(F)(F)(F)F.C(=O)([O-])O.[Na+]. The catalyst is CN(C)C=O.C(OCC)(=O)C. The product is [CH:19]1([C:17]([NH:16][C:14]2[N:15]=[C:10]3[CH:9]=[CH:8][C:7]([O:6][C:5]4[CH:22]=[CH:23][C:2]([NH:1][C:40]([C:34]5[C:33](=[O:43])[N:32]([C:29]6[CH:28]=[CH:27][C:26]([F:25])=[CH:31][CH:30]=6)[C:37]([CH3:38])=[CH:36][C:35]=5[CH3:39])=[O:41])=[CH:3][C:4]=4[F:24])=[CH:12][N:11]3[CH:13]=2)=[O:18])[CH2:21][CH2:20]1. The yield is 0.540.